This data is from Reaction yield outcomes from USPTO patents with 853,638 reactions. The task is: Predict the reaction yield, written as a fraction of the theoretical maximum amount of product (1.0 means a 100% yield; for example, 0.34 means a 34% yield). (1) The reactants are [Br:1][C:2]1[CH:7]=[CH:6][C:5]([C:8](=[O:14])[C:9](OCC)=[O:10])=[CH:4][CH:3]=1.[BH4-].[Na+]. The catalyst is C(O)C. The product is [Br:1][C:2]1[CH:3]=[CH:4][C:5]([CH:8]([OH:14])[CH2:9][OH:10])=[CH:6][CH:7]=1. The yield is 0.810. (2) The reactants are [CH:1]1([OH:8])[CH2:6][CH2:5][CH:4]([OH:7])[CH2:3][CH2:2]1.N1C=CN=C1.CCN(CC)CC.[Si:21](Cl)([C:24]([CH3:27])([CH3:26])[CH3:25])([CH3:23])[CH3:22]. The catalyst is C(Cl)Cl.O. The product is [Si:21]([O:7][CH:4]1[CH2:5][CH2:6][CH:1]([OH:8])[CH2:2][CH2:3]1)([C:24]([CH3:27])([CH3:26])[CH3:25])([CH3:23])[CH3:22]. The yield is 0.420. (3) The reactants are [CH3:1][N:2]1[C:7](=[O:8])[C:6]([NH:9][C:10]2[CH:15]=[CH:14][C:13]([N:16]3[CH2:21][CH2:20][N:19]([CH:22]4[CH2:25][O:24][CH2:23]4)[CH2:18][CH2:17]3)=[CH:12][N:11]=2)=[CH:5][C:4]([C:26]2[CH:27]=[N:28][CH:29]=[C:30]([N:34]3[CH2:45][CH2:44][C:43]4[C:42]5[CH2:41][C:40]([CH3:47])([CH3:46])[CH2:39][C:38]=5[S:37][C:36]=4[C:35]3=[O:48])[C:31]=2[CH:32]=[O:33])=[CH:3]1.[BH4-].[Na+].[CH3:51][OH:52]. No catalyst specified. The product is [OH:33][CH2:32][C:31]1([CH:51]=[O:52])[C:30]([N:34]2[CH2:45][CH2:44][C:43]3[C:42]4[CH2:41][C:40]([CH3:46])([CH3:47])[CH2:39][C:38]=4[S:37][C:36]=3[C:35]2=[O:48])=[CH:29][N:28]=[CH:27][CH:26]1[C:4]1[CH:5]=[C:6]([NH:9][C:10]2[CH:15]=[CH:14][C:13]([N:16]3[CH2:17][CH2:18][N:19]([CH:22]4[CH2:23][O:24][CH2:25]4)[CH2:20][CH2:21]3)=[CH:12][N:11]=2)[C:7](=[O:8])[N:2]([CH3:1])[CH:3]=1. The yield is 0.450. (4) The reactants are [NH2:1][C:2]1[CH:11]=[C:10]([C:12]2[CH2:13][CH2:14]O[CH2:16][CH:17]=2)[CH:9]=[CH:8][C:3]=1[C:4](OC)=[O:5].[CH:18](OC)(OC)OC.C([O-])(=O)C.[NH4+:29].[OH2:30]. The catalyst is CO. The product is [O:30]1[CH2:16][CH:17]=[C:12]([C:10]2[CH:11]=[C:2]3[C:3]([C:4](=[O:5])[NH:29][CH:18]=[N:1]3)=[CH:8][CH:9]=2)[CH2:13][CH2:14]1. The yield is 0.860. (5) The reactants are Cl.[Cl:2][C:3]1[C:12]2[C:7](=[CH:8][C:9]([F:14])=[C:10]([I:13])[CH:11]=2)[N:6]=[CH:5][N:4]=1.O1CCOCC1.Cl.[CH2:22]([O:29][C:30]1[CH:36]=[CH:35][C:33]([NH2:34])=[CH:32][CH:31]=1)[C:23]1[CH:28]=[CH:27][CH:26]=[CH:25][CH:24]=1. The catalyst is ClCCl. The product is [ClH:2].[CH2:22]([O:29][C:30]1[CH:31]=[CH:32][C:33]([NH:34][C:3]2[C:12]3[C:7](=[CH:8][C:9]([F:14])=[C:10]([I:13])[CH:11]=3)[N:6]=[CH:5][N:4]=2)=[CH:35][CH:36]=1)[C:23]1[CH:24]=[CH:25][CH:26]=[CH:27][CH:28]=1. The yield is 0.790. (6) The reactants are Br[C:2]1[CH:7]=[CH:6][CH:5]=[CH:4][N:3]=1.[NH2:8][C@H:9]1[C:18]2[C:13](=[CH:14][CH:15]=[C:16]([C:19]3[CH2:20][CH2:21][O:22][CH2:23][CH:24]=3)[CH:17]=2)[N:12]([C:25](=[O:27])[CH3:26])[C@@H:11]([CH:28]2[CH2:30][CH2:29]2)[C@@H:10]1[CH3:31].CN(C1C(C2C(P(C3CCCCC3)C3CCCCC3)=CC=CC=2)=CC=CC=1)C.CC(C)([O-])C.[Na+]. The catalyst is C1C=CC(/C=C/C(/C=C/C2C=CC=CC=2)=O)=CC=1.C1C=CC(/C=C/C(/C=C/C2C=CC=CC=2)=O)=CC=1.C1C=CC(/C=C/C(/C=C/C2C=CC=CC=2)=O)=CC=1.[Pd].[Pd].O1CCOCC1. The product is [CH:28]1([C@H:11]2[C@H:10]([CH3:31])[C@@H:9]([NH:8][C:2]3[CH:7]=[CH:6][CH:5]=[CH:4][N:3]=3)[C:18]3[C:13](=[CH:14][CH:15]=[C:16]([C:19]4[CH2:20][CH2:21][O:22][CH2:23][CH:24]=4)[CH:17]=3)[N:12]2[C:25](=[O:27])[CH3:26])[CH2:30][CH2:29]1. The yield is 0.320.